Dataset: Catalyst prediction with 721,799 reactions and 888 catalyst types from USPTO. Task: Predict which catalyst facilitates the given reaction. (1) Reactant: CC1(C)C(C)(C)OB([C:9]2[CH:10]=[C:11]3[C:15](=[CH:16][CH:17]=2)[CH2:14][C@H:13]([NH:18][S:19]([CH:22]([CH3:24])[CH3:23])(=[O:21])=[O:20])[CH2:12]3)O1.Br[C:27]1[CH:28]=[N:29][CH:30]=[C:31](F)[CH:32]=1.[C:34]([O-])([O-])=O.[Na+].[Na+]. Product: [CH3:34][C:27]1[CH:32]=[C:31]([C:9]2[CH:10]=[C:11]3[C:15](=[CH:16][CH:17]=2)[CH2:14][C@H:13]([NH:18][S:19]([CH:22]([CH3:23])[CH3:24])(=[O:20])=[O:21])[CH2:12]3)[CH:30]=[N:29][CH:28]=1. The catalyst class is: 70. (2) Reactant: I[CH2:2]CI.ICI.[Cl:8][C:9]1[CH:25]=[CH:24][C:12]([CH2:13][CH:14]2[C:18](=[O:19])[CH:17]([C:20]([F:23])([F:22])[F:21])[CH2:16][CH2:15]2)=[CH:11][CH:10]=1.[OH-].[Na+].Cl. Product: [Cl:8][C:9]1[CH:10]=[CH:11][C:12]([CH2:13][CH:14]2[C:18]3([O:19][CH2:2]3)[CH:17]([C:20]([F:21])([F:22])[F:23])[CH2:16][CH2:15]2)=[CH:24][CH:25]=1. The catalyst class is: 1. (3) Reactant: [NH2:1][CH:2]([C:6]([CH3:9])([CH3:8])[CH3:7])[CH2:3][CH2:4][OH:5].[Cl:10][C:11]1[C:16]([C:17]#[N:18])=[CH:15][C:14]([F:19])=[C:13](Cl)[N:12]=1.C(N(CC)C(C)C)(C)C. Product: [Cl:10][C:11]1[C:16]([C:17]#[N:18])=[CH:15][C:14]([F:19])=[C:13]([NH:1][CH:2]([C:6]([CH3:9])([CH3:8])[CH3:7])[CH2:3][CH2:4][OH:5])[N:12]=1. The catalyst class is: 8. (4) Reactant: C(Cl)(=O)C(Cl)=O.CS(C)=O.[CH3:11][N:12]1[CH:16]=[C:15]([CH2:17][CH2:18][CH2:19][OH:20])[CH:14]=[N:13]1.Cl. Product: [CH3:11][N:12]1[CH:16]=[C:15]([CH2:17][CH2:18][CH:19]=[O:20])[CH:14]=[N:13]1. The catalyst class is: 236.